This data is from Reaction yield outcomes from USPTO patents with 853,638 reactions. The task is: Predict the reaction yield, written as a fraction of the theoretical maximum amount of product (1.0 means a 100% yield; for example, 0.34 means a 34% yield). The reactants are [OH:1][C:2]1[CH:3]=[C:4]([CH:10]2[CH2:14][NH:13][C:12](=[O:15])[CH2:11]2)[CH:5]=[CH:6][C:7]=1[O:8][CH3:9].[Cl:16][C:17]1[CH:22]=[CH:21][C:20](B(O)O)=[CH:19][CH:18]=1.C(N(CC)CC)C. The catalyst is C([O-])(=O)C.[Cu+2].C([O-])(=O)C.ClCCl. The product is [Cl:16][C:17]1[CH:22]=[CH:21][C:20]([O:1][C:2]2[CH:3]=[C:4]([CH:10]3[CH2:14][NH:13][C:12](=[O:15])[CH2:11]3)[CH:5]=[CH:6][C:7]=2[O:8][CH3:9])=[CH:19][CH:18]=1. The yield is 0.270.